Dataset: Catalyst prediction with 721,799 reactions and 888 catalyst types from USPTO. Task: Predict which catalyst facilitates the given reaction. (1) Reactant: Cl[C:2]1[N:7]=[C:6]([N:8]2[C:12]([C:13]([F:16])([F:15])[F:14])=[C:11]([C:17]([O:19][CH2:20][CH3:21])=[O:18])[CH:10]=[N:9]2)[CH:5]=[CH:4][CH:3]=1.[F:22][C:23]1[CH:24]=[CH:25][C:26]([CH:32]=[O:33])=[C:27](B(O)O)[CH:28]=1.C([O-])([O-])=O.[Na+].[Na+]. Product: [F:22][C:23]1[CH:28]=[CH:27][C:26]([CH:32]=[O:33])=[C:25]([C:2]2[N:7]=[C:6]([N:8]3[C:12]([C:13]([F:16])([F:15])[F:14])=[C:11]([C:17]([O:19][CH2:20][CH3:21])=[O:18])[CH:10]=[N:9]3)[CH:5]=[CH:4][CH:3]=2)[CH:24]=1. The catalyst class is: 108. (2) Reactant: [Cl-].[In+3].[Cl-].[Cl-].FC(F)(F)C(O)=O.[Cl:12][C:13]1[CH:18]=[CH:17][C:16]([C:19]([CH:22]2[CH2:24][CH:23]2[C:25]#[N:26])(O)[CH3:20])=[CH:15][CH:14]=1.[F:27][C:28]1[CH:29]=[C:30]2[C:34](=[C:35]([CH2:37][S:38][CH3:39])[CH:36]=1)[NH:33][CH:32]=[CH:31]2. Product: [Cl:12][C:13]1[CH:18]=[CH:17][C:16]([C:19]([CH:22]2[CH2:24][CH:23]2[C:25]#[N:26])([C:31]2[C:30]3[C:34](=[C:35]([CH2:37][S:38][CH3:39])[CH:36]=[C:28]([F:27])[CH:29]=3)[NH:33][CH:32]=2)[CH3:20])=[CH:15][CH:14]=1. The catalyst class is: 4. (3) Reactant: [CH3:1][CH:2]([C:4]1[S:27][C:7]2[N:8]=[CH:9][N:10]=[C:11]([O:12][CH:13]3[CH2:18][CH2:17][CH:16]([NH:19]C(=O)OC(C)(C)C)[CH2:15][CH2:14]3)[C:6]=2[CH:5]=1)[CH3:3]. Product: [CH3:3][CH:2]([C:4]1[S:27][C:7]2[N:8]=[CH:9][N:10]=[C:11]([O:12][CH:13]3[CH2:18][CH2:17][CH:16]([NH2:19])[CH2:15][CH2:14]3)[C:6]=2[CH:5]=1)[CH3:1]. The catalyst class is: 4. (4) Product: [C:1]([O:5][C:6]([N:8]1[CH2:17][CH2:16][C:15]2[C:10](=[CH:11][CH:12]=[C:13]([N:18]([CH2:19][C:20]3[CH:25]=[CH:24][CH:23]=[CH:22][CH:21]=3)[S:32]([C:29]3[CH:30]=[CH:31][N:27]([CH3:26])[N:28]=3)(=[O:34])=[O:33])[CH:14]=2)[CH2:9]1)=[O:7])([CH3:4])([CH3:2])[CH3:3]. Reactant: [C:1]([O:5][C:6]([N:8]1[CH2:17][CH2:16][C:15]2[C:10](=[CH:11][CH:12]=[C:13]([NH:18][CH2:19][C:20]3[CH:25]=[CH:24][CH:23]=[CH:22][CH:21]=3)[CH:14]=2)[CH2:9]1)=[O:7])([CH3:4])([CH3:3])[CH3:2].[CH3:26][N:27]1[CH:31]=[CH:30][C:29]([S:32](Cl)(=[O:34])=[O:33])=[N:28]1.N1C=CC=CC=1. The catalyst class is: 4. (5) Reactant: [Si]([O:8][C:9]1[CH:14]=[CH:13][C:12]([C@@H:15]2[C@@H:18]([CH2:19][CH2:20][C@@H:21]([C:23]3[CH:28]=[CH:27][C:26]([F:29])=[CH:25][CH:24]=3)[OH:22])[C:17](=[O:30])[N:16]2[C:31]2[CH:36]=[CH:35][C:34]([C:37]#[C:38][CH2:39][NH:40][S:41]([CH3:44])(=[O:43])=[O:42])=[CH:33][CH:32]=2)=[CH:11][CH:10]=1)(C(C)(C)C)(C)C.Cl. Product: [F:29][C:26]1[CH:27]=[CH:28][C:23]([C@@H:21]([OH:22])[CH2:20][CH2:19][C@H:18]2[C:17](=[O:30])[N:16]([C:31]3[CH:36]=[CH:35][C:34]([C:37]#[C:38][CH2:39][NH:40][S:41]([CH3:44])(=[O:43])=[O:42])=[CH:33][CH:32]=3)[C@@H:15]2[C:12]2[CH:13]=[CH:14][C:9]([OH:8])=[CH:10][CH:11]=2)=[CH:24][CH:25]=1. The catalyst class is: 1. (6) Reactant: C(=O)C.[Br:4][C:5]1[CH:11]=[CH:10][C:8]([NH2:9])=CC=1.P(O)(O[C:15]1[CH:20]=CC=[CH:17][CH:16]=1)(O[C:15]1[CH:20]=CC=[CH:17][CH:16]=1)=O.[CH:29](/[NH:32][C:33](=[O:42])[O:34][CH2:35][C:36]1[CH:41]=[CH:40][CH:39]=[CH:38][CH:37]=1)=[CH:30]\[CH3:31]. Product: [Br:4][C:5]1[CH:31]=[C:30]2[C:8](=[CH:10][CH:11]=1)[NH:9][C@@H:16]([CH3:17])[C@H:15]([CH3:20])[C@H:29]2[NH:32][C:33](=[O:42])[O:34][CH2:35][C:36]1[CH:37]=[CH:38][CH:39]=[CH:40][CH:41]=1. The catalyst class is: 2.